Regression. Given two drug SMILES strings and cell line genomic features, predict the synergy score measuring deviation from expected non-interaction effect. From a dataset of NCI-60 drug combinations with 297,098 pairs across 59 cell lines. Drug 1: C1CC(=O)NC(=O)C1N2CC3=C(C2=O)C=CC=C3N. Drug 2: CC1=C2C(C(=O)C3(C(CC4C(C3C(C(C2(C)C)(CC1OC(=O)C(C(C5=CC=CC=C5)NC(=O)C6=CC=CC=C6)O)O)OC(=O)C7=CC=CC=C7)(CO4)OC(=O)C)O)C)OC(=O)C. Cell line: SF-268. Synergy scores: CSS=32.3, Synergy_ZIP=0.0293, Synergy_Bliss=-0.319, Synergy_Loewe=-44.9, Synergy_HSA=-2.41.